From a dataset of Full USPTO retrosynthesis dataset with 1.9M reactions from patents (1976-2016). Predict the reactants needed to synthesize the given product. (1) Given the product [NH2:33][C:34]1[C:35]([C:42]([N:44]=[C:45]([NH2:48])[NH:1][CH2:2][CH2:3][CH2:4][CH2:5][C:6]2[CH:7]=[CH:8][C:9]([S:12]([NH:15][C@@H:16]([CH:20]([CH3:22])[CH3:21])[C:17]([NH2:19])=[O:18])(=[O:14])=[O:13])=[CH:10][CH:11]=2)=[O:43])=[N:36][C:37]([Cl:41])=[C:38]([NH2:40])[N:39]=1, predict the reactants needed to synthesize it. The reactants are: [NH2:1][CH2:2][CH2:3][CH2:4][CH2:5][C:6]1[CH:11]=[CH:10][C:9]([S:12]([NH:15][C@@H:16]([CH:20]([CH3:22])[CH3:21])[C:17]([NH2:19])=[O:18])(=[O:14])=[O:13])=[CH:8][CH:7]=1.C(N(C(C)C)CC)(C)C.I.[NH2:33][C:34]1[C:35]([C:42]([NH:44][C:45](=[NH:48])SC)=[O:43])=[N:36][C:37]([Cl:41])=[C:38]([NH2:40])[N:39]=1. (2) Given the product [NH:15]1[CH2:16][CH:13]([C:12]([C:9]2[CH:10]=[C:11]3[C:6](=[CH:7][CH:8]=2)[N:5]=[C:4]([CH2:31][CH3:32])[C:3]([O:33][CH2:34][CH:35]2[CH2:37][CH2:36]2)=[C:2]3[Cl:1])([C:24]2[N:28]([CH3:29])[N:27]=[N:26][CH:25]=2)[OH:30])[CH2:14]1, predict the reactants needed to synthesize it. The reactants are: [Cl:1][C:2]1[C:11]2[C:6](=[CH:7][CH:8]=[C:9]([C:12]([OH:30])([C:24]3[N:28]([CH3:29])[N:27]=[N:26][CH:25]=3)[CH:13]3[CH2:16][N:15](C(OC(C)(C)C)=O)[CH2:14]3)[CH:10]=2)[N:5]=[C:4]([CH2:31][CH3:32])[C:3]=1[O:33][CH2:34][CH:35]1[CH2:37][CH2:36]1.C(O)(C(F)(F)F)=O.